Dataset: Full USPTO retrosynthesis dataset with 1.9M reactions from patents (1976-2016). Task: Predict the reactants needed to synthesize the given product. (1) Given the product [CH3:3][O:4][N:5]=[CH:6][C@H:7]([F:41])[C@H:8]([O:31][CH2:32][C:33]1[CH:38]=[CH:37][C:36]([O:39][CH3:40])=[CH:35][CH:34]=1)[C@@H:9]([Br:1])[CH2:10][O:11][CH2:12][C:13]1[CH:18]=[CH:17][C:16]([O:19][CH3:20])=[CH:15][CH:14]=1, predict the reactants needed to synthesize it. The reactants are: [Br-:1].[Li+].[CH3:3][O:4][N:5]=[CH:6][C@@H:7]([F:41])[C@H:8]([O:31][CH2:32][C:33]1[CH:38]=[CH:37][C:36]([O:39][CH3:40])=[CH:35][CH:34]=1)[C@H:9](OC1C=C(Cl)C(Cl)=CC=1Cl)[CH2:10][O:11][CH2:12][C:13]1[CH:18]=[CH:17][C:16]([O:19][CH3:20])=[CH:15][CH:14]=1.C(OCC)(=O)C. (2) Given the product [OH:9][CH2:10][CH2:11][O:12][CH2:13][N:14]1[C:22]2[C:17](=[N:18][CH:19]=[N:20][C:21]=2[NH2:23])[N:16]=[CH:15]1, predict the reactants needed to synthesize it. The reactants are: COC1C=CC([O:9][CH2:10][CH2:11][O:12][CH2:13][N:14]2[C:22]3[C:17](=[N:18][CH:19]=[N:20][C:21]=3[NH2:23])[N:16]=[CH:15]2)=CC=1.O=[N+]([O-])[O-].[O-][N+](=O)[O-].[O-][N+](=O)[O-].[O-][N+](=O)[O-].[O-][N+](=O)[O-].[O-][N+](=O)[O-].[Ce+4].[NH4+].[NH4+].CCO. (3) Given the product [C:1]([C:3]1([NH:6][C:7](=[O:35])[C@H:8]([CH2:30][C:31]([F:34])([CH3:33])[CH3:32])[NH:9][C@@H:10]([C:15]2[CH:20]=[CH:19][C:18]([C:37]3[CH:42]=[CH:41][C:40]([C@@H:43]([C:44]([OH:46])=[O:45])[CH3:47])=[CH:39][CH:38]=3)=[CH:17][CH:16]=2)[C:11]([F:14])([F:12])[F:13])[CH2:5][CH2:4]1)#[N:2], predict the reactants needed to synthesize it. The reactants are: [C:1]([C:3]1([NH:6][C:7](=[O:35])[C@H:8]([CH2:30][C:31]([F:34])([CH3:33])[CH3:32])[NH:9][C@@H:10]([C:15]2[CH:20]=[CH:19][C:18](B3OC(C)(C)C(C)(C)O3)=[CH:17][CH:16]=2)[C:11]([F:14])([F:13])[F:12])[CH2:5][CH2:4]1)#[N:2].Br[C:37]1[CH:42]=[CH:41][C:40]([C@H:43]([CH3:47])[C:44]([OH:46])=[O:45])=[CH:39][CH:38]=1.C(=O)([O-])[O-].[Na+].[Na+]. (4) The reactants are: [CH2:1]([N:5]([CH2:22][CH2:23][CH2:24][CH3:25])[C:6]1[CH:11]=[CH:10][C:9]([CH:12]=[CH:13][C:14]2[CH:21]=[CH:20][C:17]([CH2:18][OH:19])=[CH:16][CH:15]=2)=[CH:8][CH:7]=1)[CH2:2][CH2:3][CH3:4]. Given the product [CH2:22]([N:5]([CH2:1][CH2:2][CH2:3][CH3:4])[C:6]1[CH:11]=[CH:10][C:9]([CH:12]=[CH:13][C:14]2[CH:21]=[CH:20][C:17]([CH:18]=[O:19])=[CH:16][CH:15]=2)=[CH:8][CH:7]=1)[CH2:23][CH2:24][CH3:25], predict the reactants needed to synthesize it. (5) Given the product [ClH:28].[F:27][C:2]([F:1])([F:26])[C:3]1[CH:4]=[C:5]([C:13]2[CH2:18][CH2:17][NH:16][CH2:15][CH:14]=2)[CH:6]=[C:7]([C:9]([F:11])([F:12])[F:10])[CH:8]=1, predict the reactants needed to synthesize it. The reactants are: [F:1][C:2]([F:27])([F:26])[C:3]1[CH:4]=[C:5]([C:13]2[CH2:18][CH2:17][N:16](C(OC(C)(C)C)=O)[CH2:15][CH:14]=2)[CH:6]=[C:7]([C:9]([F:12])([F:11])[F:10])[CH:8]=1.[ClH:28]. (6) Given the product [F:1][C:2]1[CH:7]=[CH:6][C:5]([NH:8][C:9](=[O:36])[C:10]2[CH:15]=[CH:14][C:13]([S:16][C:17]3[CH:18]=[CH:19][C:20]([OH:23])=[CH:21][CH:22]=3)=[C:12]([NH:25][C:26]3[C:27]4[CH:35]=[CH:34][CH:33]=[N:32][C:28]=4[N:29]=[CH:30][N:31]=3)[CH:11]=2)=[CH:4][C:3]=1[CH3:37], predict the reactants needed to synthesize it. The reactants are: [F:1][C:2]1[CH:7]=[CH:6][C:5]([NH:8][C:9](=[O:36])[C:10]2[CH:15]=[CH:14][C:13]([S:16][C:17]3[CH:22]=[CH:21][C:20]([O:23]C)=[CH:19][CH:18]=3)=[C:12]([NH:25][C:26]3[C:27]4[CH:35]=[CH:34][CH:33]=[N:32][C:28]=4[N:29]=[CH:30][N:31]=3)[CH:11]=2)=[CH:4][C:3]=1[CH3:37].C(C1C=CC2C(NC3C=C(C=CC=3SC3C=CC(OC)=CC=3)C(NC3C=CC(C)=CC=3)=O)=NC=NC=2N=1)(C)C. (7) Given the product [CH2:1]([O:3][C:4]([N:6]1[CH2:11][CH2:10][N:9]([C:12](=[O:50])[C@@H:13]([NH:23][C:24]([C:26]2[CH:30]=[C:29]([O:31][C@H:32]([C:34]([OH:36])=[O:35])[CH3:33])[N:28]([C:44]3[CH:49]=[CH:48][CH:47]=[CH:46][CH:45]=3)[N:27]=2)=[O:25])[CH2:14][CH2:15][C:16]([O:18][C:19]([CH3:22])([CH3:21])[CH3:20])=[O:17])[CH2:8][CH2:7]1)=[O:5])[CH3:2], predict the reactants needed to synthesize it. The reactants are: [CH2:1]([O:3][C:4]([N:6]1[CH2:11][CH2:10][N:9]([C:12](=[O:50])[C@@H:13]([NH:23][C:24]([C:26]2[CH:30]=[C:29]([O:31][C@H:32]([C:34]([O:36]CC3C=CC=CC=3)=[O:35])[CH3:33])[N:28]([C:44]3[CH:49]=[CH:48][CH:47]=[CH:46][CH:45]=3)[N:27]=2)=[O:25])[CH2:14][CH2:15][C:16]([O:18][C:19]([CH3:22])([CH3:21])[CH3:20])=[O:17])[CH2:8][CH2:7]1)=[O:5])[CH3:2]. (8) The reactants are: [CH2:1]1[C:9]2[C:4](=[CH:5][C:6]([NH:10][CH:11]3[CH2:16][CH2:15][N:14]([CH2:17][C:18]4[CH:23]=[CH:22][N:21]=[C:20]([C:24]5[CH:29]=[C:28]([O:30][CH3:31])[C:27]([O:32][CH3:33])=[C:26]([O:34][CH3:35])[CH:25]=5)[CH:19]=4)[CH2:13][CH2:12]3)=[CH:7][CH:8]=2)[CH2:3][CH2:2]1.[Cl:36][CH2:37][C:38]1[CH:39]=[CH:40][C:41]([C:44]2[CH:49]=[C:48]([O:50][CH3:51])[C:47]([O:52][CH3:53])=[C:46]([O:54][CH3:55])[CH:45]=2)=[N:42][CH:43]=1. Given the product [ClH:36].[ClH:36].[ClH:36].[CH2:1]1[C:9]2[C:4](=[CH:5][C:6]([N:10]([CH:11]3[CH2:12][CH2:13][N:14]([CH2:17][C:18]4[CH:23]=[CH:22][N:21]=[C:20]([C:24]5[CH:29]=[C:28]([O:30][CH3:31])[C:27]([O:32][CH3:33])=[C:26]([O:34][CH3:35])[CH:25]=5)[CH:19]=4)[CH2:15][CH2:16]3)[CH2:37][C:38]3[CH:39]=[CH:40][C:41]([C:44]4[CH:49]=[C:48]([O:50][CH3:51])[C:47]([O:52][CH3:53])=[C:46]([O:54][CH3:55])[CH:45]=4)=[N:42][CH:43]=3)=[CH:7][CH:8]=2)[CH2:3][CH2:2]1, predict the reactants needed to synthesize it. (9) Given the product [CH:18]1([NH:24][C:14]([C:11]2([CH3:17])[CH2:10][CH2:9][NH:8][CH2:13][CH2:12]2)=[O:16])[CH2:23][CH2:22][CH2:21][CH2:20][CH2:19]1, predict the reactants needed to synthesize it. The reactants are: C(OC([N:8]1[CH2:13][CH2:12][C:11]([CH3:17])([C:14]([OH:16])=O)[CH2:10][CH2:9]1)=O)(C)(C)C.[CH:18]1([NH2:24])[CH2:23][CH2:22][CH2:21][CH2:20][CH2:19]1.C(OC(N1CCC(C(=O)NC2CCCCC2)CC1)=O)(C)(C)C. (10) Given the product [CH2:1]([O:3][C:4]([C:6]1[NH:7][C:8]2[C:13]([C:14]=1[Cl:16])=[CH:12][C:11]([F:15])=[CH:10][CH:9]=2)=[O:5])[CH3:2], predict the reactants needed to synthesize it. The reactants are: [CH2:1]([O:3][C:4]([C:6]1[NH:7][C:8]2[C:13]([CH:14]=1)=[CH:12][C:11]([F:15])=[CH:10][CH:9]=2)=[O:5])[CH3:2].[Cl:16]N1C(=O)CCC1=O.